From a dataset of Reaction yield outcomes from USPTO patents with 853,638 reactions. Predict the reaction yield, written as a fraction of the theoretical maximum amount of product (1.0 means a 100% yield; for example, 0.34 means a 34% yield). (1) The reactants are F[P-](F)(F)(F)(F)F.N1(O[P+](N(C)C)(N(C)C)N(C)C)C2C=CC=CC=2N=N1.[Cl-].FC(F)(F)C(O)=O.[NH2:36][C:37]1[CH:38]=[C:39]2[C:43](=[CH:44][CH:45]=1)[NH:42][C:41]([C:46]([NH:48][CH2:49][C:50]1[CH:55]=[CH:54][C:53]([Cl:56])=[C:52]([O:57][C:58]3[CH:63]=[C:62]([C:64]#[N:65])[CH:61]=[C:60]([Cl:66])[CH:59]=3)[C:51]=1[F:67])=[O:47])=[CH:40]2.[CH3:68][N:69]([CH3:74])[CH2:70][C:71](O)=[O:72].C(N(C(C)C)CC)(C)C. The catalyst is CN(C=O)C.CCOC(C)=O.O. The product is [Cl:56][C:53]1[CH:54]=[CH:55][C:50]([CH2:49][NH:48][C:46]([C:41]2[NH:42][C:43]3[C:39]([CH:40]=2)=[CH:38][C:37]([NH:36][C:71](=[O:72])[CH2:70][N:69]([CH3:74])[CH3:68])=[CH:45][CH:44]=3)=[O:47])=[C:51]([F:67])[C:52]=1[O:57][C:58]1[CH:63]=[C:62]([C:64]#[N:65])[CH:61]=[C:60]([Cl:66])[CH:59]=1. The yield is 0.280. (2) The reactants are Cl.[Cl:2][C:3]1[CH:15]=[CH:14][CH:13]=[CH:12][C:4]=1[O:5][CH:6]1[CH2:11][CH2:10][NH:9][CH2:8][CH2:7]1.Br[CH2:17][CH2:18][CH:19]=[C:20]1[C:26]2[CH:27]=[CH:28][CH:29]=[N:30][C:25]=2[CH2:24][O:23][C:22]2[CH:31]=[CH:32][C:33]([C:35]([OH:38])([CH3:37])[CH3:36])=[CH:34][C:21]1=2.C(=O)([O-])[O-].[K+].[K+]. The catalyst is C(#N)C.O. The product is [Cl:2][C:3]1[CH:15]=[CH:14][CH:13]=[CH:12][C:4]=1[O:5][CH:6]1[CH2:11][CH2:10][N:9]([CH2:17][CH2:18][CH:19]=[C:20]2[C:26]3[CH:27]=[CH:28][CH:29]=[N:30][C:25]=3[CH2:24][O:23][C:22]3[CH:31]=[CH:32][C:33]([C:35]([OH:38])([CH3:37])[CH3:36])=[CH:34][C:21]2=3)[CH2:8][CH2:7]1. The yield is 0.680.